From a dataset of Forward reaction prediction with 1.9M reactions from USPTO patents (1976-2016). Predict the product of the given reaction. (1) Given the reactants C[O:2][C:3](=O)[C:4]1[CH:9]=[CH:8][C:7]([Cl:10])=[CH:6][C:5]=1[NH:11][C:12](=[O:17])[C:13]([CH3:16])([CH3:15])[CH3:14].[BH4-].[Na+].Cl, predict the reaction product. The product is: [Cl:10][C:7]1[CH:8]=[CH:9][C:4]([CH2:3][OH:2])=[C:5]([NH:11][C:12](=[O:17])[C:13]([CH3:14])([CH3:15])[CH3:16])[CH:6]=1. (2) Given the reactants [OH:1][C@H:2]1[CH2:7][CH2:6][C@H:5]([C:8]([O:10][CH3:11])=[O:9])[CH2:4][CH2:3]1.[Cl:12][C:13]1[N:14]=[N:15][C:16](Cl)=[CH:17][CH:18]=1.CN(C)C=O.[H-].[Na+], predict the reaction product. The product is: [Cl:12][C:13]1[N:14]=[N:15][C:16]([O:1][C@H:2]2[CH2:3][CH2:4][C@H:5]([C:8]([O:10][CH3:11])=[O:9])[CH2:6][CH2:7]2)=[CH:17][CH:18]=1. (3) The product is: [C:20]([C:19]1[CH:22]=[CH:23][C:16]([NH:1][C@H:2]([C@H:3]([OH:4])[CH3:5])[C:6]([OH:8])=[O:7])=[CH:17][C:18]=1[C:24]([F:25])([F:26])[F:27])#[N:21]. Given the reactants [NH2:1][C@@H:2]([C:6]([OH:8])=[O:7])[C@@H:3]([CH3:5])[OH:4].C([O-])([O-])=O.[K+].[K+].F[C:16]1[CH:23]=[CH:22][C:19]([C:20]#[N:21])=[C:18]([C:24]([F:27])([F:26])[F:25])[CH:17]=1, predict the reaction product. (4) Given the reactants [CH3:1][O:2][C:3](=[O:26])[CH2:4][C@H:5]1[C:9]2[CH:10]=[CH:11][C:12]([O:14][C@H:15]3[C:23]4[C:18](=[C:19]([OH:25])[CH:20]=[CH:21][C:22]=4[F:24])[CH2:17][CH2:16]3)=[CH:13][C:8]=2[O:7][CH2:6]1.[C:27]([NH:30][CH2:31][C:32]1[CH:33]=[C:34](B(O)O)[CH:35]=[CH:36][CH:37]=1)(=[O:29])[CH3:28], predict the reaction product. The product is: [CH3:1][O:2][C:3](=[O:26])[CH2:4][C@H:5]1[C:9]2[CH:10]=[CH:11][C:12]([O:14][C@H:15]3[C:23]4[C:18](=[C:19]([O:25][C:34]5[CH:35]=[CH:36][CH:37]=[C:32]([CH2:31][NH:30][C:27](=[O:29])[CH3:28])[CH:33]=5)[CH:20]=[CH:21][C:22]=4[F:24])[CH2:17][CH2:16]3)=[CH:13][C:8]=2[O:7][CH2:6]1. (5) Given the reactants [NH:1]1[CH2:6][CH2:5][CH2:4][C@H:3]([NH:7][C:8](=[O:14])[O:9][C:10]([CH3:13])([CH3:12])[CH3:11])[CH2:2]1.CN(C[C@H]1CCNC1)C(=O)O[C:19](C)(C)[CH3:20].C(I)C, predict the reaction product. The product is: [CH2:19]([N:7]([C@H:3]1[CH2:4][CH2:5][CH2:6][NH:1][CH2:2]1)[C:8](=[O:14])[O:9][C:10]([CH3:11])([CH3:13])[CH3:12])[CH3:20].